From a dataset of Full USPTO retrosynthesis dataset with 1.9M reactions from patents (1976-2016). Predict the reactants needed to synthesize the given product. (1) Given the product [O:2]1[C:6]2([CH2:11][CH2:10][CH:9]([CH:12]([NH:15][C:18](=[O:19])[C:17]([F:28])([F:27])[F:16])[CH2:13][CH3:14])[CH2:8][CH2:7]2)[O:5][CH2:4][CH2:3]1, predict the reactants needed to synthesize it. The reactants are: Cl.[O:2]1[C:6]2([CH2:11][CH2:10][CH:9]([CH:12]([NH2:15])[CH2:13][CH3:14])[CH2:8][CH2:7]2)[O:5][CH2:4][CH2:3]1.[F:16][C:17]([F:28])([F:27])[C:18](O[C:18](=[O:19])[C:17]([F:28])([F:27])[F:16])=[O:19]. (2) Given the product [OH:1][C:2]1[CH:9]=[CH:8][C:5]([CH:6]=[C:14]2[S:10][C:11](=[O:16])[NH:12][C:13]2=[O:15])=[CH:4][CH:3]=1, predict the reactants needed to synthesize it. The reactants are: [OH:1][C:2]1[CH:9]=[CH:8][C:5]([CH:6]=O)=[CH:4][CH:3]=1.[S:10]1[CH2:14][C:13](=[O:15])[NH:12][C:11]1=[O:16].N1CCCCC1.CC(O)=O. (3) The reactants are: [Br:1]Br.[Cl:3][C:4]1[CH:5]=[C:6]([C:10]([O:12][CH2:13][CH3:14])=[O:11])[NH:7][C:8]=1[CH3:9].CCN(CC)CC.OS([O-])=O.[Na+]. Given the product [Br:1][C:5]1[C:4]([Cl:3])=[C:8]([CH3:9])[NH:7][C:6]=1[C:10]([O:12][CH2:13][CH3:14])=[O:11], predict the reactants needed to synthesize it.